Dataset: Catalyst prediction with 721,799 reactions and 888 catalyst types from USPTO. Task: Predict which catalyst facilitates the given reaction. Reactant: CCCC[N+](CCCC)(CCCC)CCCC.[F-].[N:19]1[CH:24]=[CH:23][C:22]([CH:25]([OH:32])[C:26]#[C:27][Si](C)(C)C)=[CH:21][CH:20]=1. Product: [N:19]1[CH:24]=[CH:23][C:22]([CH:25]([OH:32])[C:26]#[CH:27])=[CH:21][CH:20]=1. The catalyst class is: 1.